Task: Predict the reactants needed to synthesize the given product.. Dataset: Full USPTO retrosynthesis dataset with 1.9M reactions from patents (1976-2016) Given the product [CH2:35]([NH:34][C:32](=[O:33])[NH:31][C:27]1[N:26]=[CH:25][N:24]=[C:23]2[C:28]=1[N:29]=[CH:30][N:22]2[CH:8]1[CH:9]2[O:10][CH:11]([CH:14]=[CH:15][C:16]3[CH:21]=[CH:20][CH:19]=[CH:18][CH:17]=3)[O:12][CH:13]2[CH:6]([CH2:5][CH2:4][C:3]([OH:37])=[O:2])[O:7]1)[CH3:36], predict the reactants needed to synthesize it. The reactants are: C[O:2][C:3](=[O:37])[CH2:4][CH2:5][CH:6]1[CH:13]2[CH:9]([O:10][CH:11]([CH:14]=[CH:15][C:16]3[CH:21]=[CH:20][CH:19]=[CH:18][CH:17]=3)[O:12]2)[CH:8]([N:22]2[CH:30]=[N:29][C:28]3[C:23]2=[N:24][CH:25]=[N:26][C:27]=3[NH:31][C:32]([NH:34][CH2:35][CH3:36])=[O:33])[O:7]1.O.[OH-].[Li+].C(O)(=O)C.